This data is from Forward reaction prediction with 1.9M reactions from USPTO patents (1976-2016). The task is: Predict the product of the given reaction. (1) Given the reactants [Br:1][C:2]1[C:3]([NH:22][CH2:23][CH2:24][C:25]2[NH:26][CH:27]=[N:28][CH:29]=2)=[N:4][C:5]([NH:8][C:9]2[CH:14]=[CH:13][C:12]([NH:15]C(=O)C(F)(F)F)=[CH:11][CH:10]=2)=[N:6][CH:7]=1.CO.O.[Li+].[OH-], predict the reaction product. The product is: [NH2:15][C:12]1[CH:11]=[CH:10][C:9]([NH:8][C:5]2[N:4]=[C:3]([NH:22][CH2:23][CH2:24][C:25]3[NH:26][CH:27]=[N:28][CH:29]=3)[C:2]([Br:1])=[CH:7][N:6]=2)=[CH:14][CH:13]=1. (2) Given the reactants [C:1]1([S:7]([N:10]2[C:14]3=[N:15][CH:16]=[CH:17][CH:18]=[C:13]3[CH:12]=[CH:11]2)(=[O:9])=[O:8])[CH:6]=[CH:5][CH:4]=[CH:3][CH:2]=1.[CH2:19]([Li])[CH2:20][CH2:21][CH3:22].[CH3:24][CH2:25][CH2:26]CCC.C1(C=[O:36])CCCC1, predict the reaction product. The product is: [C:1]1([S:7]([N:10]2[C:14]3=[N:15][CH:16]=[CH:17][CH:18]=[C:13]3[CH:12]=[C:11]2[CH:19]([OH:36])[CH2:20][CH:21]2[CH2:22][CH2:26][CH2:25][CH2:24]2)(=[O:9])=[O:8])[CH:2]=[CH:3][CH:4]=[CH:5][CH:6]=1. (3) Given the reactants [Cl:1][C:2]1[CH:7]=[CH:6][C:5]([NH2:8])=[CH:4][C:3]=1[CH3:9].[F:10][C:11]([F:23])([F:22])[C:12]1[CH:17]=[CH:16][C:15]([CH2:18][C:19](O)=O)=[CH:14][CH:13]=1, predict the reaction product. The product is: [Cl:1][C:2]1[CH:7]=[CH:6][C:5]([NH:8][CH2:19][CH2:18][C:15]2[CH:14]=[CH:13][C:12]([C:11]([F:10])([F:22])[F:23])=[CH:17][CH:16]=2)=[CH:4][C:3]=1[CH3:9].